This data is from Catalyst prediction with 721,799 reactions and 888 catalyst types from USPTO. The task is: Predict which catalyst facilitates the given reaction. Reactant: Br[C:2]1[C:3]([N:9]([CH3:16])[CH2:10][CH2:11][C:12]([NH:14][CH3:15])=[O:13])=[N:4][C:5]([Cl:8])=[N:6][CH:7]=1.C1(P(C2C=CC=CC=2)C2C=CC=C3C=2OC2C(P(C4C=CC=CC=4)C4C=CC=CC=4)=CC=CC=2C3(C)C)C=CC=CC=1.C([O-])([O-])=O.[Cs+].[Cs+]. Product: [Cl:8][C:5]1[N:4]=[C:3]2[C:2]([N:14]([CH3:15])[C:12](=[O:13])[CH2:11][CH2:10][N:9]2[CH3:16])=[CH:7][N:6]=1. The catalyst class is: 62.